This data is from NCI-60 drug combinations with 297,098 pairs across 59 cell lines. The task is: Regression. Given two drug SMILES strings and cell line genomic features, predict the synergy score measuring deviation from expected non-interaction effect. (1) Drug 1: CC1=C2C(C(=O)C3(C(CC4C(C3C(C(C2(C)C)(CC1OC(=O)C(C(C5=CC=CC=C5)NC(=O)C6=CC=CC=C6)O)O)OC(=O)C7=CC=CC=C7)(CO4)OC(=O)C)O)C)OC(=O)C. Drug 2: C1=CN(C=N1)CC(O)(P(=O)(O)O)P(=O)(O)O. Cell line: SNB-19. Synergy scores: CSS=15.7, Synergy_ZIP=-3.62, Synergy_Bliss=-2.50, Synergy_Loewe=-17.3, Synergy_HSA=-3.90. (2) Drug 2: C1CC(=O)NC(=O)C1N2C(=O)C3=CC=CC=C3C2=O. Cell line: 786-0. Drug 1: CN1C2=C(C=C(C=C2)N(CCCl)CCCl)N=C1CCCC(=O)O.Cl. Synergy scores: CSS=-1.18, Synergy_ZIP=1.46, Synergy_Bliss=3.21, Synergy_Loewe=0.700, Synergy_HSA=0.0722. (3) Drug 1: CN(CC1=CN=C2C(=N1)C(=NC(=N2)N)N)C3=CC=C(C=C3)C(=O)NC(CCC(=O)O)C(=O)O. Drug 2: CC1CCCC2(C(O2)CC(NC(=O)CC(C(C(=O)C(C1O)C)(C)C)O)C(=CC3=CSC(=N3)C)C)C. Cell line: SNB-75. Synergy scores: CSS=34.3, Synergy_ZIP=-4.89, Synergy_Bliss=-5.66, Synergy_Loewe=-7.32, Synergy_HSA=-1.59. (4) Drug 1: CN1CCC(CC1)COC2=C(C=C3C(=C2)N=CN=C3NC4=C(C=C(C=C4)Br)F)OC. Drug 2: CC(C)NC(=O)C1=CC=C(C=C1)CNNC.Cl. Cell line: COLO 205. Synergy scores: CSS=1.03, Synergy_ZIP=4.26, Synergy_Bliss=6.27, Synergy_Loewe=-3.88, Synergy_HSA=-2.55. (5) Drug 1: CCCCC(=O)OCC(=O)C1(CC(C2=C(C1)C(=C3C(=C2O)C(=O)C4=C(C3=O)C=CC=C4OC)O)OC5CC(C(C(O5)C)O)NC(=O)C(F)(F)F)O. Drug 2: COC1=C2C(=CC3=C1OC=C3)C=CC(=O)O2. Cell line: OVCAR-8. Synergy scores: CSS=47.2, Synergy_ZIP=-0.170, Synergy_Bliss=-1.99, Synergy_Loewe=-11.0, Synergy_HSA=-1.81. (6) Drug 2: C1CC(=O)NC(=O)C1N2CC3=C(C2=O)C=CC=C3N. Synergy scores: CSS=21.5, Synergy_ZIP=-9.91, Synergy_Bliss=-19.1, Synergy_Loewe=-34.7, Synergy_HSA=-16.4. Drug 1: CC1=C2C(C(=O)C3(C(CC4C(C3C(C(C2(C)C)(CC1OC(=O)C(C(C5=CC=CC=C5)NC(=O)OC(C)(C)C)O)O)OC(=O)C6=CC=CC=C6)(CO4)OC(=O)C)OC)C)OC. Cell line: U251. (7) Drug 2: CCC1(CC2CC(C3=C(CCN(C2)C1)C4=CC=CC=C4N3)(C5=C(C=C6C(=C5)C78CCN9C7C(C=CC9)(C(C(C8N6C=O)(C(=O)OC)O)OC(=O)C)CC)OC)C(=O)OC)O.OS(=O)(=O)O. Synergy scores: CSS=27.0, Synergy_ZIP=2.12, Synergy_Bliss=8.08, Synergy_Loewe=8.03, Synergy_HSA=10.8. Drug 1: CN1CCC(CC1)COC2=C(C=C3C(=C2)N=CN=C3NC4=C(C=C(C=C4)Br)F)OC. Cell line: SN12C.